Task: Predict the reaction yield, written as a fraction of the theoretical maximum amount of product (1.0 means a 100% yield; for example, 0.34 means a 34% yield).. Dataset: Reaction yield outcomes from USPTO patents with 853,638 reactions (1) The reactants are [F:1][C:2]1[CH:7]=[CH:6][C:5]([NH:8][NH2:9])=[CH:4][CH:3]=1.[Br:10][C:11]1[CH:12]=[CH:13][C:14]([F:19])=[C:15]([CH:18]=1)[CH:16]=O.CCO. The catalyst is O. The product is [Br:10][C:11]1[CH:12]=[CH:13][C:14]([F:19])=[C:15](/[CH:16]=[N:9]/[NH:8][C:5]2[CH:6]=[CH:7][C:2]([F:1])=[CH:3][CH:4]=2)[CH:18]=1. The yield is 0.970. (2) The reactants are Br[C:2]1[CH:7]=[CH:6][N:5]=[C:4]2[N:8]([CH2:11][O:12][CH2:13][CH2:14][Si:15]([CH3:18])([CH3:17])[CH3:16])[CH:9]=[CH:10][C:3]=12.C([Mg]Cl)(C)C.[Cl:24][CH2:25][C:26](N(OC)C)=[O:27]. The catalyst is CCOCC.C1COCC1. The product is [Cl:24][CH2:25][C:26]([C:2]1[CH:7]=[CH:6][N:5]=[C:4]2[N:8]([CH2:11][O:12][CH2:13][CH2:14][Si:15]([CH3:18])([CH3:17])[CH3:16])[CH:9]=[CH:10][C:3]=12)=[O:27]. The yield is 0.350. (3) The reactants are Cl[C:2]1[C:11]2[C:6](=[CH:7][N:8]=[C:9]([F:12])[CH:10]=2)[N:5]=[CH:4][C:3]=1[C:13]#[N:14].[Cl:15][C:16]1[CH:17]=[C:18]([CH:20]=[CH:21][C:22]=1[F:23])[NH2:19]. The catalyst is COCCOC. The product is [Cl:15][C:16]1[CH:17]=[C:18]([NH:19][C:2]2[C:11]3[C:6](=[CH:7][N:8]=[C:9]([F:12])[CH:10]=3)[N:5]=[CH:4][C:3]=2[C:13]#[N:14])[CH:20]=[CH:21][C:22]=1[F:23]. The yield is 0.753. (4) The reactants are [N:1]1[CH:6]=[CH:5][CH:4]=[CH:3][C:2]=1[CH:7]=[CH:8][C:9]1[C:17]2[C:12](=[CH:13][C:14]([NH:18][C:19]3[CH:27]=[CH:26][CH:25]=[CH:24][C:20]=3[C:21](O)=[O:22])=[CH:15][CH:16]=2)[NH:11][N:10]=1.[O:28]1[CH:32]=[CH:31][CH:30]=[C:29]1[CH2:33][NH2:34].C(N(CC)CC)C.CN(C(ON1N=NC2C=CC=NC1=2)=[N+](C)C)C.F[P-](F)(F)(F)(F)F. The catalyst is CN(C=O)C. The product is [O:28]1[CH:32]=[CH:31][CH:30]=[C:29]1[CH2:33][NH:34][C:21](=[O:22])[C:20]1[CH:24]=[CH:25][CH:26]=[CH:27][C:19]=1[NH:18][C:14]1[CH:13]=[C:12]2[C:17]([C:9](/[CH:8]=[CH:7]/[C:2]3[CH:3]=[CH:4][CH:5]=[CH:6][N:1]=3)=[N:10][NH:11]2)=[CH:16][CH:15]=1. The yield is 0.850. (5) The reactants are [CH3:1][C:2]1([CH3:24])[N:6]([C:7]([O:9][C:10]([CH3:13])([CH3:12])[CH3:11])=[O:8])[C@H:5](/[CH:14]=[CH:15]/[CH:16]=[O:17])[C@@H:4]([C:18]2[CH:23]=[CH:22][CH:21]=[CH:20][CH:19]=2)[O:3]1. The catalyst is CC(C)=O.[Pd]. The product is [CH3:1][C:2]1([CH3:24])[N:6]([C:7]([O:9][C:10]([CH3:11])([CH3:12])[CH3:13])=[O:8])[C@H:5]([CH2:14][CH2:15][CH:16]=[O:17])[C@@H:4]([C:18]2[CH:23]=[CH:22][CH:21]=[CH:20][CH:19]=2)[O:3]1. The yield is 0.580. (6) The reactants are [OH:1][C:2]1[C:3]2[CH:14]=[C:13]([N+:15]([O-:17])=[O:16])[CH:12]=[CH:11][C:4]=2[S:5][C:6]=1[C:7]([O:9][CH3:10])=[O:8].CCN(CC)CC.[O:25](S(C(F)(F)F)(=O)=O)[S:26]([C:29]([F:32])([F:31])[F:30])(=O)=[O:27]. The catalyst is C(Cl)Cl.CN(C1C=CN=CC=1)C. The product is [N+:15]([C:13]1[CH:12]=[CH:11][C:4]2[S:5][C:6]([C:7]([O:9][CH3:10])=[O:8])=[C:2]([O:1][S:26]([C:29]([F:32])([F:31])[F:30])(=[O:27])=[O:25])[C:3]=2[CH:14]=1)([O-:17])=[O:16]. The yield is 0.930. (7) The reactants are [C:1]([C:4]1[CH:5]=[N:6][C:7]2[C:12]([C:13]=1[NH:14][C@H:15]1[CH2:20][CH2:19][C@H:18]([NH:21][C:22](=[O:28])[O:23][C:24]([CH3:27])([CH3:26])[CH3:25])[CH2:17][CH2:16]1)=[CH:11][C:10](Br)=[CH:9][CH:8]=2)(=[O:3])[CH3:2].[F:30][C:31]1[CH:36]=[C:35](B2CC(C)(C)C(C)(C)C2)[CH:34]=[C:33]([F:46])[C:32]=1[OH:47]. No catalyst specified. The product is [C:1]([C:4]1[CH:5]=[N:6][C:7]2[C:12]([C:13]=1[NH:14][C@H:15]1[CH2:20][CH2:19][C@H:18]([NH:21][C:22](=[O:28])[O:23][C:24]([CH3:27])([CH3:26])[CH3:25])[CH2:17][CH2:16]1)=[CH:11][C:10]([C:35]1[CH:36]=[C:31]([F:30])[C:32]([OH:47])=[C:33]([F:46])[CH:34]=1)=[CH:9][CH:8]=2)(=[O:3])[CH3:2]. The yield is 0.590. (8) The reactants are [CH2:1]1[C:10]2[C:5](=[CH:6][CH:7]=[CH:8][CH:9]=2)[CH2:4][CH:3]=[CH:2]1.ClC1C=C(C=CC=1)C(OO)=[O:16]. The catalyst is ClCCl. The product is [O:16]1[CH:7]2[CH2:6][C:5]3[C:10]([CH2:9][CH:8]12)=[CH:1][CH:2]=[CH:3][CH:4]=3. The yield is 0.730.